This data is from Forward reaction prediction with 1.9M reactions from USPTO patents (1976-2016). The task is: Predict the product of the given reaction. (1) Given the reactants Br[C:2]1[CH:3]=[C:4]2[C:8](=[N:9][CH:10]=1)[NH:7][CH:6]=[CH:5]2.[CH3:11][S:12]([O-:14])=[O:13].[Na+].N1CCC[C@H]1C(O)=O.[OH-].[Na+].N, predict the reaction product. The product is: [CH3:11][S:12]([C:2]1[CH:3]=[C:4]2[CH:5]=[CH:6][NH:7][C:8]2=[N:9][CH:10]=1)(=[O:14])=[O:13]. (2) Given the reactants [CH2:1]([N:5]1[C:14]2[C:9](=[CH:10][CH:11]=[C:12]([C:15]([OH:17])=O)[CH:13]=2)[CH2:8][CH2:7][CH2:6]1)[CH2:2][CH2:3][CH3:4].CN(C(ON1N=NC2C=CC=CC1=2)=[N+](C)C)C.F[P-](F)(F)(F)(F)F.C(N(C(C)C)CC)(C)C.[NH2:51][C@@H:52]([CH2:66][C:67]1[CH:72]=[C:71]([F:73])[CH:70]=[C:69]([F:74])[CH:68]=1)[C@H:53]([OH:65])[CH2:54][NH:55][CH2:56][C:57]1[CH:62]=[CH:61][CH:60]=[C:59]([CH2:63][CH3:64])[CH:58]=1, predict the reaction product. The product is: [CH2:1]([N:5]1[C:14]2[C:9](=[CH:10][CH:11]=[C:12]([C:15]([NH:51][C@@H:52]([CH2:66][C:67]3[CH:68]=[C:69]([F:74])[CH:70]=[C:71]([F:73])[CH:72]=3)[C@H:53]([OH:65])[CH2:54][NH:55][CH2:56][C:57]3[CH:62]=[CH:61][CH:60]=[C:59]([CH2:63][CH3:64])[CH:58]=3)=[O:17])[CH:13]=2)[CH2:8][CH2:7][CH2:6]1)[CH2:2][CH2:3][CH3:4]. (3) Given the reactants [CH3:1][N:2]([CH3:46])[CH2:3][C:4]([O:6][C@H:7]([CH3:45])[CH2:8][N:9]1[C:13]([CH3:14])=[C:12]([C:15](=[O:37])[NH:16][C:17]2[CH:22]=[CH:21][C:20]([O:23][C:24]3[C:33]4[C:28](=[CH:29][C:30]([O:34][CH3:35])=[CH:31][CH:32]=4)[N:27]=[CH:26][CH:25]=3)=[C:19]([F:36])[CH:18]=2)[C:11](=[O:38])[N:10]1[C:39]1[CH:44]=[CH:43][CH:42]=[CH:41][CH:40]=1)=[O:5].[OH:47][S:48]([OH:51])(=[O:50])=[O:49], predict the reaction product. The product is: [S:48]([OH:51])([OH:50])(=[O:49])=[O:47].[CH3:46][N:2]([CH3:1])[CH2:3][C:4]([O:6][C@H:7]([CH3:45])[CH2:8][N:9]1[C:13]([CH3:14])=[C:12]([C:15](=[O:37])[NH:16][C:17]2[CH:22]=[CH:21][C:20]([O:23][C:24]3[C:33]4[C:28](=[CH:29][C:30]([O:34][CH3:35])=[CH:31][CH:32]=4)[N:27]=[CH:26][CH:25]=3)=[C:19]([F:36])[CH:18]=2)[C:11](=[O:38])[N:10]1[C:39]1[CH:40]=[CH:41][CH:42]=[CH:43][CH:44]=1)=[O:5]. (4) Given the reactants [NH2:1][C:2]1[CH:19]=[CH:18][C:5]([O:6][C:7]2[C:8]3[C:15]([CH3:16])=[C:14]([CH3:17])[NH:13][C:9]=3[N:10]=[CH:11][N:12]=2)=[CH:4][CH:3]=1.C(#N)C.[F:23][C:24]1[CH:29]=[CH:28][C:27]([N:30]=[C:31]=[O:32])=[CH:26][CH:25]=1, predict the reaction product. The product is: [CH3:16][C:15]1[C:8]2[C:7]([O:6][C:5]3[CH:18]=[CH:19][C:2]([NH:1][C:31]([NH:30][C:27]4[CH:28]=[CH:29][C:24]([F:23])=[CH:25][CH:26]=4)=[O:32])=[CH:3][CH:4]=3)=[N:12][CH:11]=[N:10][C:9]=2[NH:13][C:14]=1[CH3:17]. (5) Given the reactants [CH3:1][C:2]1[NH:3][C:4]2[C:9]([CH:10]=1)=[CH:8][CH:7]=[CH:6][CH:5]=2.N1C=CC=CC=1.[Cl:17][CH:18]([C:22]1[CH:27]=[CH:26][CH:25]=[CH:24][CH:23]=1)[C:19](Cl)=[O:20], predict the reaction product. The product is: [Cl:17][CH:18]([C:22]1[CH:27]=[CH:26][CH:25]=[CH:24][CH:23]=1)[C:19]([C:10]1[C:9]2[C:4](=[CH:5][CH:6]=[CH:7][CH:8]=2)[NH:3][C:2]=1[CH3:1])=[O:20]. (6) Given the reactants [F:1][C:2]1[CH:7]=[CH:6][C:5]([C:8]2[CH:12]=[C:11]([C:13]3[CH:18]=[CH:17][C:16]([F:19])=[CH:15][CH:14]=3)[N:10]([CH2:20][C:21](O)=[O:22])[N:9]=2)=[CH:4][CH:3]=1.CCN(C(C)C)C(C)C.Br.[S:34]1[C:43]2[CH2:42][CH2:41][NH:40][CH2:39][CH2:38][C:37]=2[N:36]=[C:35]1[NH2:44].C([O-])([O-])=O.[K+].[K+], predict the reaction product. The product is: [NH2:44][C:35]1[S:34][C:43]2[CH2:42][CH2:41][N:40]([C:21](=[O:22])[CH2:20][N:10]3[C:11]([C:13]4[CH:18]=[CH:17][C:16]([F:19])=[CH:15][CH:14]=4)=[CH:12][C:8]([C:5]4[CH:4]=[CH:3][C:2]([F:1])=[CH:7][CH:6]=4)=[N:9]3)[CH2:39][CH2:38][C:37]=2[N:36]=1. (7) Given the reactants [NH:1]1[CH2:6][CH2:5][CH2:4][C@H:3]([NH:7][C:8](=[O:14])[O:9][C:10]([CH3:13])([CH3:12])[CH3:11])[CH2:2]1.CCN(CC)CC.[CH:22]1[CH:27]=[CH:26][C:25]([CH2:28][O:29][C:30](Cl)=[O:31])=[CH:24][CH:23]=1, predict the reaction product. The product is: [C:10]([O:9][C:8]([NH:7][C@H:3]1[CH2:4][CH2:5][CH2:6][N:1]([C:30]([O:29][CH2:28][C:25]2[CH:26]=[CH:27][CH:22]=[CH:23][CH:24]=2)=[O:31])[CH2:2]1)=[O:14])([CH3:11])([CH3:13])[CH3:12]. (8) Given the reactants [C:1]1([S:7]([N:10]2[C:14]3=[N:15][N:16]=[C:17]4[C:22]([C:21](=O)[CH:20]=[CH:19][N:18]4C(C)(C)C)=[C:13]3[CH:12]=[CH:11]2)(=[O:9])=[O:8])[CH:6]=[CH:5][CH:4]=[CH:3][CH:2]=1.C(O)(C(F)(F)F)=O.O=P(Cl)(Cl)[Cl:37], predict the reaction product. The product is: [C:1]1([S:7]([N:10]2[C:14]3=[N:15][N:16]=[C:17]4[C:22]([C:21]([Cl:37])=[CH:20][CH:19]=[N:18]4)=[C:13]3[CH:12]=[CH:11]2)(=[O:9])=[O:8])[CH:6]=[CH:5][CH:4]=[CH:3][CH:2]=1.